From a dataset of NCI-60 drug combinations with 297,098 pairs across 59 cell lines. Regression. Given two drug SMILES strings and cell line genomic features, predict the synergy score measuring deviation from expected non-interaction effect. (1) Drug 1: CC1CCC2CC(C(=CC=CC=CC(CC(C(=O)C(C(C(=CC(C(=O)CC(OC(=O)C3CCCCN3C(=O)C(=O)C1(O2)O)C(C)CC4CCC(C(C4)OC)OCCO)C)C)O)OC)C)C)C)OC. Drug 2: CNC(=O)C1=NC=CC(=C1)OC2=CC=C(C=C2)NC(=O)NC3=CC(=C(C=C3)Cl)C(F)(F)F. Cell line: SF-539. Synergy scores: CSS=1.99, Synergy_ZIP=-1.51, Synergy_Bliss=0.00254, Synergy_Loewe=-18.3, Synergy_HSA=-3.86. (2) Drug 1: CC12CCC3C(C1CCC2=O)CC(=C)C4=CC(=O)C=CC34C. Drug 2: CC1=C2C(C(=O)C3(C(CC4C(C3C(C(C2(C)C)(CC1OC(=O)C(C(C5=CC=CC=C5)NC(=O)C6=CC=CC=C6)O)O)OC(=O)C7=CC=CC=C7)(CO4)OC(=O)C)O)C)OC(=O)C. Cell line: HOP-62. Synergy scores: CSS=55.9, Synergy_ZIP=2.23, Synergy_Bliss=3.03, Synergy_Loewe=-7.12, Synergy_HSA=3.48. (3) Drug 1: CC(C1=C(C=CC(=C1Cl)F)Cl)OC2=C(N=CC(=C2)C3=CN(N=C3)C4CCNCC4)N. Drug 2: CN(C(=O)NC(C=O)C(C(C(CO)O)O)O)N=O. Cell line: T-47D. Synergy scores: CSS=-1.93, Synergy_ZIP=-0.847, Synergy_Bliss=-4.22, Synergy_Loewe=-5.93, Synergy_HSA=-5.83. (4) Drug 1: COC1=C(C=C2C(=C1)N=CN=C2NC3=CC(=C(C=C3)F)Cl)OCCCN4CCOCC4. Drug 2: C1=CC=C(C(=C1)C(C2=CC=C(C=C2)Cl)C(Cl)Cl)Cl. Cell line: DU-145. Synergy scores: CSS=29.0, Synergy_ZIP=-3.73, Synergy_Bliss=0.134, Synergy_Loewe=-14.6, Synergy_HSA=0.486. (5) Drug 1: CC12CCC3C(C1CCC2=O)CC(=C)C4=CC(=O)C=CC34C. Drug 2: CCCCCOC(=O)NC1=NC(=O)N(C=C1F)C2C(C(C(O2)C)O)O. Cell line: SR. Synergy scores: CSS=40.5, Synergy_ZIP=-0.624, Synergy_Bliss=2.75, Synergy_Loewe=-8.40, Synergy_HSA=1.97.